Dataset: Reaction yield outcomes from USPTO patents with 853,638 reactions. Task: Predict the reaction yield, written as a fraction of the theoretical maximum amount of product (1.0 means a 100% yield; for example, 0.34 means a 34% yield). (1) The reactants are [CH3:1][C:2]1[O:6][N:5]=[C:4]([C:7]2[CH:12]=[CH:11][CH:10]=[CH:9][CH:8]=2)[C:3]=1[CH2:13][O:14][C:15]1[CH:23]=[CH:22][C:18]([C:19]([OH:21])=O)=[CH:17][N:16]=1.Cl.[CH3:25][O:26][CH:27]1[CH2:30][NH:29][CH2:28]1. No catalyst specified. The product is [CH3:25][O:26][CH:27]1[CH2:30][N:29]([C:19]([C:18]2[CH:17]=[N:16][C:15]([O:14][CH2:13][C:3]3[C:4]([C:7]4[CH:8]=[CH:9][CH:10]=[CH:11][CH:12]=4)=[N:5][O:6][C:2]=3[CH3:1])=[CH:23][CH:22]=2)=[O:21])[CH2:28]1. The yield is 0.610. (2) The reactants are [N+:1]([C:4]1[CH:5]=[C:6]([CH:8]=[CH:9][CH:10]=1)[NH2:7])([O-:3])=[O:2].[C:11]1([S:17](Cl)(=[O:19])=[O:18])[CH:16]=[CH:15][CH:14]=[CH:13][CH:12]=1. The catalyst is C(OCC)C. The product is [N+:1]([C:4]1[CH:5]=[C:6]([NH:7][S:17]([C:11]2[CH:16]=[CH:15][CH:14]=[CH:13][CH:12]=2)(=[O:19])=[O:18])[CH:8]=[CH:9][CH:10]=1)([O-:3])=[O:2]. The yield is 0.860. (3) The product is [NH2:16][C:8]1([C:11]([O:13][CH2:14][CH3:15])=[O:12])[C:9]2[C:5](=[CH:4][CH:3]=[C:2]([Br:1])[CH:10]=2)[CH2:6][C:7]21[CH2:23][CH2:24][CH:25]([O:28][CH3:29])[CH2:26][CH2:27]2. The reactants are [Br:1][C:2]1[CH:10]=[C:9]2[C:5]([CH2:6][C:7]3([CH2:27][CH2:26][CH:25]([O:28][CH3:29])[CH2:24][CH2:23]3)[C:8]2([NH:16]S(C(C)(C)C)=O)[C:11]([O:13][CH2:14][CH3:15])=[O:12])=[CH:4][CH:3]=1.C([O-])([O-])=O.[K+].[K+].CI. The catalyst is CC#N. The yield is 0.500. (4) The reactants are C(O[C@@H]1[C@@H](CO)S[C@@H](N2C=CC(=O)NC2=O)C1)(=O)C.P(Cl)([O-])OCC1C(=CC=CC=1)O.[P:32]([O:44][CH2:45][C@H:46]1[S:50][C@@H:49]([N:51]2[CH:58]=[CH:57][C:55](=[O:56])[NH:54][C:52]2=[O:53])[C@H:48](O)[C@@H:47]1[OH:60])([O:35][P:36]([O:39][P:40]([OH:43])([OH:42])=[O:41])([OH:38])=[O:37])(=[O:34])[OH:33]. The product is [P:32]([O:44][CH2:45][C@H:46]1[S:50][C@@H:49]([N:51]2[CH:58]=[CH:57][C:55](=[O:56])[NH:54][C:52]2=[O:53])[CH2:48][C@@H:47]1[OH:60])([O:35][P:36]([O:39][P:40]([OH:42])([OH:43])=[O:41])([OH:38])=[O:37])(=[O:33])[OH:34]. No catalyst specified. The yield is 0.720. (5) The reactants are Br[CH2:2][C:3]([CH2:8]Br)([CH2:6]Br)[CH2:4][OH:5].[OH-].[K+].[C:12]1([CH3:22])[CH:17]=[CH:16][C:15]([S:18]([NH2:21])(=[O:20])=[O:19])=[CH:14][CH:13]=1. The catalyst is CCO. The product is [C:12]1([CH3:22])[CH:13]=[CH:14][C:15]([S:18]([N:21]2[CH2:8][C:3]3([CH2:6][O:5][CH2:4]3)[CH2:2]2)(=[O:19])=[O:20])=[CH:16][CH:17]=1. The yield is 0.630. (6) The reactants are [F:1][C:2]1[CH:7]=[CH:6][C:5]([CH2:8][CH2:9][CH2:10][N:11]2[CH2:20][CH2:19][CH:18]3[CH:13]([CH:14]([NH2:21])[CH2:15][CH2:16][CH2:17]3)[CH2:12]2)=[CH:4][CH:3]=1.[C:22]([C:25]1[CH:26]=[C:27]([N:31]=[C:32]=[O:33])[CH:28]=[CH:29][CH:30]=1)(=[O:24])[CH3:23].CO. The catalyst is O1CCCC1. The product is [C:22]([C:25]1[CH:26]=[C:27]([NH:31][C:32]([NH:21][CH:14]2[CH:13]3[CH:18]([CH2:19][CH2:20][N:11]([CH2:10][CH2:9][CH2:8][C:5]4[CH:4]=[CH:3][C:2]([F:1])=[CH:7][CH:6]=4)[CH2:12]3)[CH2:17][CH2:16][CH2:15]2)=[O:33])[CH:28]=[CH:29][CH:30]=1)(=[O:24])[CH3:23]. The yield is 0.490.